Task: Predict the reaction yield, written as a fraction of the theoretical maximum amount of product (1.0 means a 100% yield; for example, 0.34 means a 34% yield).. Dataset: Reaction yield outcomes from USPTO patents with 853,638 reactions The reactants are [NH2:1][C:2]1[C:7]([Cl:8])=[CH:6][C:5]([OH:9])=[C:4]([F:10])[CH:3]=1.[CH3:11][N:12]1[C:16]([CH3:17])=[C:15]([C:18](O)=[O:19])[C:14](=[O:21])[N:13]1[C:22]1[CH:27]=[CH:26][CH:25]=[CH:24][CH:23]=1.CCN=C=NCCCN(C)C.C1C=NC2N(O)N=NC=2C=1. The catalyst is CN(C=O)C.CCOC(C)=O.O. The product is [Cl:8][C:7]1[CH:6]=[C:5]([OH:9])[C:4]([F:10])=[CH:3][C:2]=1[NH:1][C:18]([C:15]1[C:14](=[O:21])[N:13]([C:22]2[CH:23]=[CH:24][CH:25]=[CH:26][CH:27]=2)[N:12]([CH3:11])[C:16]=1[CH3:17])=[O:19]. The yield is 0.532.